This data is from Drug-target binding data from BindingDB using Ki measurements. The task is: Regression. Given a target protein amino acid sequence and a drug SMILES string, predict the binding affinity score between them. We predict pKi (pKi = -log10(Ki in M); higher means stronger inhibition). Dataset: bindingdb_ki. (1) The drug is CN[C@H]1C[C@H](c2ccc(Cl)c(Cl)c2)c2ccccc21. The target is MLLARMKPQVQPELGGADQ. The pKi is 9.4. (2) The compound is CC(=O)c1ccccc1NC(=O)c1ccc(F)cc1. The target protein (Q9FBI2) has sequence MKIIIFRVLTFFFVIFSVNVVAKEFTLDFSTAKTYVDSLNVIRSAIGTPLQTISSGGTSLLMIDSGTGDNLFAVDVRGIDPEEGRFNNLRLIVERNNLYVTGFVNRTNNVFYRFADFSHVTFPGTTAVTLSGDSSYTTLQRVAGISRTGMQINRHSLTTSYLDLMSHSGTSLTQSVARAMLRFVTVTAEALRFRQIQRGFRTTLDDLSGRSYVMTAEDVDLTLNWGRLSSVLPDYHGQDSVRVGRISFGSINAILGSVALILNCHHHASRVARMASDEFPSMCPADGRVRGITHNKILWDSSTLGAILMRRTISS. The pKi is 5.5. (3) The compound is CC[C@H](C)[C@H](NC(=O)[C@H](CO)NC(=O)[C@H](CC(N)=O)NC(=O)[C@H](CC(C)C)NC(=O)[C@H](Cc1ccc(O)cc1)NC(=O)[C@@H](CCCCN)NC(=O)[C@H](CCCCN)NC(=O)[C@@H](NC(=O)[C@H](C)NC(=O)[C@H](CCSC)NC(=O)[C@H](CCC(N)=O)NC(=O)[C@H](CCCCN)NC(=O)[C@H](CCCN=C(N)N)NC(=O)[C@H](CC(C)C)NC(=O)[C@H](CCCN=C(N)N)NC(=O)C(NC(=O)[C@H](Cc1ccc(O)cc1)NC(=O)[C@H](CC(N)=O)NC(=O)[C@H](CC(=O)O)NC(=O)[C@@H](NC(=O)[C@H](Cc1ccccc1)NC(=O)[C@@H](NC(=O)[C@H](C)NC(=O)[C@H](CC(=O)O)NC(=O)[C@H](CO)NC(=O)[C@@H](N)Cc1cnc[nH]1)C(C)C)[C@@H](C)O)[C@@H](C)O)C(C)C)C(=O)N[C@@H](CC(C)C)C(=O)N[C@@H](CC(N)=O)C(N)=O. The target protein (P04566) has sequence HADGVFTSDYSRLLGQLSARKYLESLIHSDALFTDTYTRLRKQMAMKKYLNSVLN. The pKi is 7.0. (4) The drug is CN1[C@H](C(=O)O)CS[C@@H]1[C@H]1CSC(c2ccccc2O)=N1. The target protein (P42512) has sequence MKTETKVIKGRQGIARNRHTPLCLGLLLALSPLAAAVADARKDGETELPDMVISGESTSATQPPGVTTLGKVPLKPRELPQSASVIDHERLEQQNLFSLDEAMQQATGVTVQPFQLLTTAYYVRGFKVDSFELDGVPALLGNTASSPQDMAIYERVEILRGSNGLLHGTGNPAATVNLVRKRPQREFAASTTLSAGRWDRYRAEVDVGGPLSASGNVRGRAVAAYEDRDYFYDVADQGTRLLYGVTEFDLSPDTLLTVGAQYQHIDSITNMAGVPMAKDGSNLGLSRDTYLDVDWDRFKWDTYRAFGSLEQQLGGGWKGKVSAEYQEADSRLRYAGSFGAIDPQTGDGGQLMGAAYKFKSIQRSLDANLNGPVRLFGLTHELLGGVTYAQGETRQDTARFLNLPNTPVNVYRWDPHGVPRPQIGQYTSPGTTTTTQKGLYALGRIKLAEPLTLVVGGRESWWDQDTPATRFKPGRQFTPYGGLIWDFARDWSWYVSYAEV.... The pKi is 8.6. (5) The compound is COc1ccccc1N1CCN(C[C@@H](C(=O)NC(C)(C)C)c2ccccc2)CC1. The target protein sequence is MALFTRSSSHPNTTDPLPCGADNTTESDLPHSHAYYALCYCVLILAIIFGNVLVCLAVLRERTLQTTTNYLVVSLAVADLLVAILVMPWVVYLEVTGGVWTFSRICCDIFVTMDVMMCTASILNLCAISIDRYTAVVKPVQYQYSTGQSSCRRVSLMIVIVWMLAFAVSCPLLFGFNTTGDPSVCSISNPSFVIYSSLVSFYLPFMVTLLLYVRIYLVLRQRQKKRTLTRQGSHSASTKPCYAHKEHMEKKALPNRCQGTSSPCLPLKCSDQETSTKRKLLTVFSLQRYRSFCHEATLTKAPGTAQHSRLEERRKSMKPGLEVRRLSNGRTMSSLKLAHQQPRLIQLRERKATQMLAIVLGAFIVCWLPFFLIHILNTHCPSCHVSPGLYSASTWLGYVNSALNPIIYTTFNTDFRKAFLKILCC. The pKi is 5.0.